From a dataset of Forward reaction prediction with 1.9M reactions from USPTO patents (1976-2016). Predict the product of the given reaction. (1) Given the reactants C([C@H](NC(=O)C1C=C(C2C=CC=CC=2)C=C(N2CCCC2=O)C=1)[C@@H](O)C[C@H](C(=O)NCCC(C)(C)C)C)C1C=CC=CC=1.[CH3:44][O:45][CH2:46][CH2:47][CH2:48][CH2:49][O:50][C:51]1[CH:52]=[C:53]([CH:57]=[C:58]([N:60]2[CH2:64][CH2:63][CH2:62][C:61]2=[O:65])[CH:59]=1)[C:54]([OH:56])=O.[CH:66]12[CH2:72][CH:69]([CH2:70][CH2:71]1)[CH2:68][CH:67]2[NH:73][C:74](=[O:89])[C@H:75]([CH3:88])[CH2:76][C@H:77]([OH:87])[C@@H:78]([NH2:86])[CH2:79][C:80]1[CH:85]=[CH:84][CH:83]=[CH:82][CH:81]=1, predict the reaction product. The product is: [CH2:79]([C@H:78]([NH:86][C:54](=[O:56])[C:53]1[CH:57]=[C:58]([N:60]2[CH2:64][CH2:63][CH2:62][C:61]2=[O:65])[CH:59]=[C:51]([O:50][CH2:49][CH2:48][CH2:47][CH2:46][O:45][CH3:44])[CH:52]=1)[C@@H:77]([OH:87])[CH2:76][C@H:75]([C:74](=[O:89])[NH:73][CH:67]1[CH2:68][CH:69]2[CH2:72][CH:66]1[CH2:71][CH2:70]2)[CH3:88])[C:80]1[CH:81]=[CH:82][CH:83]=[CH:84][CH:85]=1. (2) Given the reactants [Br:1][C:2]1[C:3](F)=[C:4]2[C:10]([NH:11][C:12]([CH:14]3[CH2:16][CH2:15]3)=[O:13])=[CH:9][NH:8][C:5]2=[N:6][CH:7]=1.[NH:18]1[CH2:23][CH2:22][CH2:21][C@@H:20]([NH:24][C:25](=[O:31])[O:26][C:27]([CH3:30])([CH3:29])[CH3:28])[CH2:19]1, predict the reaction product. The product is: [Br:1][C:2]1[C:3]([N:18]2[CH2:23][CH2:22][CH2:21][C@@H:20]([NH:24][C:25](=[O:31])[O:26][C:27]([CH3:29])([CH3:28])[CH3:30])[CH2:19]2)=[C:4]2[C:10]([NH:11][C:12]([CH:14]3[CH2:16][CH2:15]3)=[O:13])=[CH:9][NH:8][C:5]2=[N:6][CH:7]=1. (3) Given the reactants [CH2:1]([C@@:5]1([C:21]([O:23][C:24]([CH3:27])([CH3:26])[CH3:25])=[O:22])[CH2:9][C@H:8]([C:10]2[O:14][N:13]=[C:12]([CH3:15])[N:11]=2)[C@H:7]([C:16]2[S:17][CH:18]=[CH:19][N:20]=2)[NH:6]1)[CH:2]([CH3:4])[CH3:3].[OH-].[Na+], predict the reaction product. The product is: [CH2:1]([C@@:5]1([C:21]([O:23][C:24]([CH3:26])([CH3:25])[CH3:27])=[O:22])[CH2:9][C@@H:8]([C:10]2[O:14][N:13]=[C:12]([CH3:15])[N:11]=2)[C@H:7]([C:16]2[S:17][CH:18]=[CH:19][N:20]=2)[NH:6]1)[CH:2]([CH3:4])[CH3:3].